Predict the reactants needed to synthesize the given product. From a dataset of Full USPTO retrosynthesis dataset with 1.9M reactions from patents (1976-2016). (1) Given the product [CH2:7]([O:6][C:4](=[O:5])[C:3]1[CH:9]=[CH:10][C:11]([C:13]([F:16])([F:15])[F:14])=[CH:12][C:2]=1[C:29]1[CH:28]=[C:27]2[C:32]([C@H:33]([OH:34])[C@@H:24]([CH2:17][C:18]3[CH:23]=[CH:22][CH:21]=[CH:20][CH:19]=3)[CH2:25][O:26]2)=[CH:31][CH:30]=1)[CH3:8], predict the reactants needed to synthesize it. The reactants are: I[C:2]1[CH:12]=[C:11]([C:13]([F:16])([F:15])[F:14])[CH:10]=[CH:9][C:3]=1[C:4]([O:6][CH2:7][CH3:8])=[O:5].[CH2:17]([C@@H:24]1[C@@H:33]([OH:34])[C:32]2[C:27](=[CH:28][C:29](B(O)O)=[CH:30][CH:31]=2)[O:26][CH2:25]1)[C:18]1[CH:23]=[CH:22][CH:21]=[CH:20][CH:19]=1.[F-].[K+].C(O)C. (2) Given the product [ClH:1].[Cl:1][C:2]1[S:6][C:5]([NH:7][C:8](=[O:29])[N:9]([CH2:14][CH2:15][CH:16]([C:23]2[CH:28]=[CH:27][CH:26]=[CH:25][CH:24]=2)[C:17]2[CH:18]=[CH:19][CH:20]=[CH:21][CH:22]=2)[CH2:10][CH2:11][S:43]([CH3:47])(=[O:45])=[O:44])=[N:4][C:3]=1[C:30]1[CH:35]=[CH:34][C:33]([NH:36][S:37]([CH3:40])(=[O:38])=[O:39])=[CH:32][CH:31]=1, predict the reactants needed to synthesize it. The reactants are: [Cl:1][C:2]1[S:6][C:5]([NH:7][C:8](=[O:29])[N:9]([CH2:14][CH2:15][CH:16]([C:23]2[CH:28]=[CH:27][CH:26]=[CH:25][CH:24]=2)[C:17]2[CH:22]=[CH:21][CH:20]=[CH:19][CH:18]=2)[CH2:10][CH2:11]SC)=[N:4][C:3]=1[C:30]1[CH:35]=[CH:34][C:33]([NH:36][S:37]([CH3:40])(=[O:39])=[O:38])=[CH:32][CH:31]=1.OO[S:43]([O-:45])=[O:44].[K+].[CH3:47]O. (3) Given the product [C:5]1([Al:1]([C:13]2[CH:14]=[CH:15][CH:16]=[CH:17][CH:18]=2)[C:5]2[CH:10]=[CH:9][CH:8]=[CH:7][CH:6]=2)[CH:10]=[CH:9][CH:8]=[CH:7][CH:6]=1, predict the reactants needed to synthesize it. The reactants are: [Al+3:1].[Cl-].[Cl-].[Cl-].[C:5]1([Mg]Br)[CH:10]=[CH:9][CH:8]=[CH:7][CH:6]=1.[C:13]1(C)[CH:18]=[CH:17][CH:16]=[CH:15][CH:14]=1. (4) Given the product [NH2:1][C:2]1([C:11]2[N:16]=[CH:15][C:14]([C:17]#[N:18])=[C:13]([S:19][CH2:21][CH2:24][C:25]3[CH:30]=[CH:29][CH:28]=[CH:27][N:26]=3)[N:12]=2)[O:10][C:6]2=[CH:7][CH:8]=[CH:9][C:5]2=[CH:4][CH2:3]1, predict the reactants needed to synthesize it. The reactants are: [NH2:1][C:2]1([C:11]2[N:16]=[CH:15][C:14]([C:17]#[N:18])=[C:13]([S:19]([CH3:21])=O)[N:12]=2)[O:10][C:6]2=[CH:7][CH:8]=[CH:9][C:5]2=[CH:4][CH2:3]1.SC[CH2:24][C:25]1[CH:30]=[CH:29][CH:28]=[CH:27][N:26]=1.C1CCN2C(=NCCC2)CC1. (5) The reactants are: [CH3:1][C@@H:2]1[CH2:6][CH2:5][CH2:4][N:3]1[CH2:7][CH2:8][CH2:9][O:10][C:11]1[CH:16]=[CH:15][C:14]([N:17]2[CH:21]=[C:20]([C:22]([NH2:24])=O)[CH:19]=[N:18]2)=[CH:13][CH:12]=1.S(Cl)(Cl)=O.O.C(=O)(O)[O-].[Na+]. Given the product [CH3:1][C@@H:2]1[CH2:6][CH2:5][CH2:4][N:3]1[CH2:7][CH2:8][CH2:9][O:10][C:11]1[CH:16]=[CH:15][C:14]([N:17]2[CH:21]=[C:20]([C:22]#[N:24])[CH:19]=[N:18]2)=[CH:13][CH:12]=1, predict the reactants needed to synthesize it. (6) Given the product [Cl:16][C:17]1[C:18]2[C:19](=[O:21])[O:20][C:34]3([CH2:35][CH2:36][C:31]4([O:30][CH2:29][CH2:28][O:27]4)[CH2:32][CH2:33]3)[C:22]=2[CH:23]=[N:24][C:25]=1[F:26], predict the reactants needed to synthesize it. The reactants are: C([Li])CCC.CC1(C)CCCC(C)(C)N1.[Cl:16][C:17]1[C:25]([F:26])=[N:24][CH:23]=[CH:22][C:18]=1[C:19]([OH:21])=[O:20].[O:27]1[C:31]2([CH2:36][CH2:35][C:34](=O)[CH2:33][CH2:32]2)[O:30][CH2:29][CH2:28]1. (7) Given the product [F:1][C:2]1[CH:3]=[C:4]([C:12]([OH:14])=[O:13])[C:5]2[CH:6]=[N:7][N:8]([CH3:11])[C:9]=2[CH:10]=1, predict the reactants needed to synthesize it. The reactants are: [F:1][C:2]1[CH:3]=[C:4]([C:12]([O:14]C)=[O:13])[C:5]2[CH:6]=[N:7][N:8]([CH3:11])[C:9]=2[CH:10]=1.[OH-].[Na+].